Dataset: Catalyst prediction with 721,799 reactions and 888 catalyst types from USPTO. Task: Predict which catalyst facilitates the given reaction. (1) Reactant: [Cl:1][C:2]1[C:7]([C:8]([OH:10])=O)=[CH:6][CH:5]=[C:4]([CH3:11])[N:3]=1.CCN(C(C)C)C(C)C.CN(C(ON1N=NC2C=CC=CC1=2)=[N+](C)C)C.[B-](F)(F)(F)F.[NH2:43][CH2:44][CH:45]([OH:47])[CH3:46]. Product: [Cl:1][C:2]1[C:7]([C:8]([NH:43][CH2:44][CH:45]([OH:47])[CH3:46])=[O:10])=[CH:6][CH:5]=[C:4]([CH3:11])[N:3]=1. The catalyst class is: 163. (2) The catalyst class is: 7. Reactant: [OH:1][CH2:2][C:3]([CH2:31][OH:32])([N:7]1[CH:11]=[C:10]([C:12]2[C:24]3[C:23]4[C:18](=[CH:19][CH:20]=[CH:21][CH:22]=4)[C:17]([OH:29])([C:25]([F:28])([F:27])[F:26])[C:16]=3[CH:15]=[C:14]([CH3:30])[CH:13]=2)[CH:9]=[N:8]1)[C:4](O)=[O:5].C(O)C.O.C(=O)([O-])O.[Na+]. Product: [OH:5][CH2:4][C:3]([N:7]1[CH:11]=[C:10]([C:12]2[C:24]3[C:23]4[C:18](=[CH:19][CH:20]=[CH:21][CH:22]=4)[C:17]([OH:29])([C:25]([F:28])([F:26])[F:27])[C:16]=3[CH:15]=[C:14]([CH3:30])[CH:13]=2)[CH:9]=[N:8]1)([CH2:31][OH:32])[CH2:2][OH:1]. (3) Reactant: N1(C2CCCCCCCCCC2)CCCN=CCCCC[CH2:2]1.[F:23][C:24]([F:46])([F:45])[O:25][C:26]1[CH:31]=[CH:30][C:29]([N:32]2[CH:36]=[N:35][C:34]([C:37]3[CH:44]=[CH:43][C:40]([CH:41]=O)=[CH:39][CH:38]=3)=[N:33]2)=[CH:28][CH:27]=1.O. Product: [F:23][C:24]([F:46])([F:45])[O:25][C:26]1[CH:31]=[CH:30][C:29]([N:32]2[CH:36]=[N:35][C:34]([C:37]3[CH:44]=[CH:43][C:40]([CH:41]=[CH2:2])=[CH:39][CH:38]=3)=[N:33]2)=[CH:28][CH:27]=1. The catalyst class is: 597. (4) Reactant: [CH3:1][CH2:2][O:3][C:4]1[CH:5]=[CH:6][C:7]([CH2:10][C:11]2[CH:12]=[C:13]([C@@H:18]3[O:23][C@H:22]([CH2:24][OH:25])[C@@H:21]([OH:26])[C@H:20]([OH:27])[C@H:19]3[OH:28])[CH:14]=[CH:15][C:16]=2[Cl:17])=[CH:8][CH:9]=1.[CH2:29]([OH:33])[CH:30]([OH:32])[CH3:31].CO. Product: [CH3:1][CH2:2][O:3][C:4]1[CH:9]=[CH:8][C:7]([CH2:10][C:11]2[CH:12]=[C:13]([C@@H:18]3[O:23][C@H:22]([CH2:24][OH:25])[C@@H:21]([OH:26])[C@H:20]([OH:27])[C@H:19]3[OH:28])[CH:14]=[CH:15][C:16]=2[Cl:17])=[CH:6][CH:5]=1.[CH2:29]([OH:33])[CH:30]([OH:32])[CH3:31]. The catalyst class is: 2. (5) Reactant: [F:1][C:2]([F:29])([F:28])[C@H:3]1[CH2:8][CH2:7][C@H:6]([NH:9][C:10](=[O:27])[C:11]2[CH:16]=[C:15]([NH2:17])[C:14]([NH:18][CH3:19])=[C:13]([F:20])[C:12]=2[N:21]2[CH2:25][CH2:24][C@@H:23]([F:26])[CH2:22]2)[CH2:5][CH2:4]1.[Cl:30][C:31]1[C:44]([N:45]=[C:46]=S)=[C:43]([Cl:48])[CH:42]=[CH:41][C:32]=1[CH2:33][NH:34][C:35](=[O:40])[C:36]([CH3:39])([CH3:38])[CH3:37].CC(C)N=C=NC(C)C. Product: [F:29][C:2]([F:1])([F:28])[C@H:3]1[CH2:8][CH2:7][C@H:6]([NH:9][C:10]([C:11]2[C:12]([N:21]3[CH2:25][CH2:24][C@@H:23]([F:26])[CH2:22]3)=[C:13]([F:20])[C:14]3[N:18]([CH3:19])[C:46]([NH:45][C:44]4[C:43]([Cl:48])=[CH:42][CH:41]=[C:32]([CH2:33][NH:34][C:35](=[O:40])[C:36]([CH3:39])([CH3:38])[CH3:37])[C:31]=4[Cl:30])=[N:17][C:15]=3[CH:16]=2)=[O:27])[CH2:5][CH2:4]1. The catalyst class is: 3. (6) Reactant: C[O:2][C:3](=O)[C:4]1[CH:9]=[C:8]([Cl:10])[CH:7]=[CH:6][C:5]=1[O:11][CH3:12].[H-].[Al+3].[Li+].[H-].[H-].[H-]. Product: [Cl:10][C:8]1[CH:7]=[CH:6][C:5]([O:11][CH3:12])=[C:4]([CH2:3][OH:2])[CH:9]=1. The catalyst class is: 1.